From a dataset of Forward reaction prediction with 1.9M reactions from USPTO patents (1976-2016). Predict the product of the given reaction. Given the reactants [F:1][C:2]([F:14])([CH3:13])[CH2:3][CH2:4][CH2:5][CH2:6][N:7]1[CH:11]=[CH:10][C:9]([NH2:12])=[N:8]1.[CH3:15][O:16][C:17]1[C:22]([O:23][CH3:24])=[CH:21][CH:20]=[CH:19][C:18]=1/[CH:25]=[CH:26]/[C:27](O)=[O:28], predict the reaction product. The product is: [F:14][C:2]([F:1])([CH3:13])[CH2:3][CH2:4][CH2:5][CH2:6][N:7]1[CH:11]=[CH:10][C:9]([NH:12][C:27](=[O:28])/[CH:26]=[CH:25]/[C:18]2[CH:19]=[CH:20][CH:21]=[C:22]([O:23][CH3:24])[C:17]=2[O:16][CH3:15])=[N:8]1.